From a dataset of Reaction yield outcomes from USPTO patents with 853,638 reactions. Predict the reaction yield, written as a fraction of the theoretical maximum amount of product (1.0 means a 100% yield; for example, 0.34 means a 34% yield). (1) The catalyst is CO.ClCCl. The reactants are C([O:4][CH2:5][C@@H:6]1[O:12][C@@H:7]1[C:8]([O:10]C)=[O:9])(=O)C.[OH-].[Na+:14]. The product is [Na+:14].[O:12]1[C@@H:6]([CH2:5][OH:4])[C@H:7]1[C:8]([O-:10])=[O:9]. The yield is 0.900. (2) The reactants are Cl.[C:2]([NH2:10])(=[NH:9])[C:3]1[CH:8]=[CH:7][N:6]=[CH:5][CH:4]=1.[CH:11]1[C:16]([CH:17]([CH:20]=O)[CH:18]=O)=[CH:15][CH:14]=[C:13]([Cl:22])[CH:12]=1. The catalyst is N1C=CC=CC=1. The product is [Cl:22][C:13]1[CH:14]=[CH:15][C:16]([C:17]2[CH:18]=[N:9][C:2]([C:3]3[CH:8]=[CH:7][N:6]=[CH:5][CH:4]=3)=[N:10][CH:20]=2)=[CH:11][CH:12]=1. The yield is 0.560. (3) The reactants are [CH3:1][C:2]1([CH3:12])[O:6][C@H:5]([CH2:7][C:8]([OH:10])=O)[C:4](=[O:11])[O:3]1.[CH2:13]([SH:15])[CH3:14].C1CCC(N=C=NC2CCCCC2)CC1.C(O)(=O)C. The catalyst is C(Cl)Cl.CN(C)C1C=CN=CC=1.CCOCC. The product is [CH3:12][C:2]1([CH3:1])[O:6][C@H:5]([CH2:7][C:8](=[O:10])[S:15][CH2:13][CH3:14])[C:4](=[O:11])[O:3]1. The yield is 0.718. (4) The reactants are [CH3:1][O:2][C:3]([C:5]1[CH:6]=[CH:7][C:8](B(O)O)=[C:9]2[C:13]=1[N:12]([S:14]([C:17]1[CH:23]=[CH:22][C:20]([CH3:21])=[CH:19][CH:18]=1)(=[O:16])=[O:15])[CH:11]=[CH:10]2)=[O:4].C([O-])([O-])=O.[Cs+].[Cs+].Br[C:34]1[CH2:38][CH2:37][C:36](=[O:39])[CH:35]=1.C(Cl)Cl. The catalyst is O1CCOCC1.O.Cl[Pd](Cl)([P](C1C=CC=CC=1)(C1C=CC=CC=1)C1C=CC=CC=1)[P](C1C=CC=CC=1)(C1C=CC=CC=1)C1C=CC=CC=1. The product is [O:39]=[C:36]1[CH2:37][CH2:38][C:34]([C:8]2[CH:7]=[CH:6][C:5]([C:3]([O:2][CH3:1])=[O:4])=[C:13]3[C:9]=2[CH:10]=[CH:11][N:12]3[S:14]([C:17]2[CH:23]=[CH:22][C:20]([CH3:21])=[CH:19][CH:18]=2)(=[O:16])=[O:15])=[CH:35]1. The yield is 0.690. (5) The reactants are [CH:1]([CH:14]1[CH2:19][CH2:18][N:17]([C:20]2[CH:25]=[CH:24][C:23]([NH2:26])=[CH:22][C:21]=2[F:27])[CH2:16][CH2:15]1)([C:8]1[CH:13]=[CH:12][CH:11]=[CH:10][CH:9]=1)[C:2]1[CH:7]=[CH:6][CH:5]=[CH:4][CH:3]=1.[CH2:28]([CH:30]([CH2:34][CH3:35])[C:31](Cl)=[O:32])[CH3:29]. No catalyst specified. The product is [CH:1]([CH:14]1[CH2:15][CH2:16][N:17]([C:20]2[CH:25]=[CH:24][C:23]([NH:26][C:31](=[O:32])[CH:30]([CH2:34][CH3:35])[CH2:28][CH3:29])=[CH:22][C:21]=2[F:27])[CH2:18][CH2:19]1)([C:8]1[CH:13]=[CH:12][CH:11]=[CH:10][CH:9]=1)[C:2]1[CH:7]=[CH:6][CH:5]=[CH:4][CH:3]=1. The yield is 0.597.